This data is from Forward reaction prediction with 1.9M reactions from USPTO patents (1976-2016). The task is: Predict the product of the given reaction. (1) Given the reactants [C:1](=[O:16])([O:14][CH3:15])[O:2][C:3]1[CH:8]=[CH:7][C:6]([C:9]([CH3:12])([CH3:11])[CH3:10])=[CH:5][C:4]=1[Br:13].OS(O)(=O)=O.[N+:22]([O-])([O-:24])=[O:23].[K+], predict the reaction product. The product is: [C:1](=[O:16])([O:14][CH3:15])[O:2][C:3]1[CH:8]=[C:7]([N+:22]([O-:24])=[O:23])[C:6]([C:9]([CH3:11])([CH3:12])[CH3:10])=[CH:5][C:4]=1[Br:13]. (2) The product is: [Cl:1][C:2]1[C:7]2[N:8]=[N:11][N:9]([CH3:10])[C:6]=2[N:5]=[CH:4][N:3]=1. Given the reactants [Cl:1][C:2]1[C:7]([NH2:8])=[C:6]([NH:9][CH3:10])[N:5]=[CH:4][N:3]=1.[N:11]([O-])=O.[Na+], predict the reaction product. (3) Given the reactants [C:1]([CH2:9][C:10](=[O:12])[CH3:11])(=[O:8])[C:2]1[CH:7]=[CH:6][CH:5]=[CH:4][CH:3]=1.[C:13]([O:17][CH3:18])(=[O:16])[CH:14]=[CH2:15], predict the reaction product. The product is: [C:13]([O:17][CH3:18])(=[O:16])[CH:14]=[CH2:15].[C:1]([CH2:9][C:10](=[O:12])[CH3:11])(=[O:8])[C:2]1[CH:7]=[CH:6][CH:5]=[CH:4][CH:3]=1.